This data is from Full USPTO retrosynthesis dataset with 1.9M reactions from patents (1976-2016). The task is: Predict the reactants needed to synthesize the given product. (1) Given the product [NH2:7][C:6]1[N:19]([CH:20]([CH:21]([OH:23])[CH3:22])[CH2:24][CH2:25][CH2:26][C:27]2[CH:28]=[CH:29][CH:30]=[CH:31][CH:32]=2)[C:8]([CH3:9])=[N:1][C:2]=1[C:3]([NH2:5])=[O:4], predict the reactants needed to synthesize it. The reactants are: [NH2:1][CH:2]([C:6]#[N:7])[C:3]([NH2:5])=[O:4].[C:8](OCC)(OCC)(OCC)[CH3:9].[NH2:19][CH:20]([CH2:24][CH2:25][CH2:26][C:27]1[CH:32]=[CH:31][CH:30]=[CH:29][CH:28]=1)[CH:21]([OH:23])[CH3:22]. (2) Given the product [O:1]1[C:6]2[CH:7]=[CH:8][CH:9]=[CH:10][C:5]=2[N:4]([C:19]([C:21]2[CH:30]=[CH:29][C:24]([C:25]([O:27][CH3:28])=[O:26])=[CH:23][CH:22]=2)=[O:20])[CH2:3][CH2:2]1, predict the reactants needed to synthesize it. The reactants are: [O:1]1[C:6]2[CH:7]=[CH:8][CH:9]=[CH:10][C:5]=2[NH:4][CH2:3][CH2:2]1.C(N(CC)CC)C.Cl[C:19]([C:21]1[CH:30]=[CH:29][C:24]([C:25]([O:27][CH3:28])=[O:26])=[CH:23][CH:22]=1)=[O:20]. (3) Given the product [CH2:1]1[O:14][C:4]2([CH2:11][CH2:10][CH:9]3[CH2:12][CH:5]2[CH2:6][CH2:7][CH:8]3[NH2:17])[O:3][CH2:2]1, predict the reactants needed to synthesize it. The reactants are: [CH2:1]1[O:14][C:4]2([CH2:11][CH2:10][CH:9]3[CH2:12][CH:5]2[CH2:6][CH2:7][C:8]3=O)[O:3][CH2:2]1.[BH4-].[Na+].[NH3:17]. (4) Given the product [Cl:1][C:2]1[C:7]([F:8])=[C:6]([Cl:9])[CH:5]=[CH:4][C:3]=1[C:10]([N:12]1[CH2:17][CH2:16][N:15]2[C:38]([C:33]3[C:32]([F:31])=[CH:37][CH:36]=[CH:35][N:34]=3)=[N:40][N:41]=[C:14]2[CH2:13]1)=[O:11], predict the reactants needed to synthesize it. The reactants are: [Cl:1][C:2]1[C:7]([F:8])=[C:6]([Cl:9])[CH:5]=[CH:4][C:3]=1[C:10]([N:12]1[CH2:17][CH2:16][NH:15][C:14](=O)[CH2:13]1)=[O:11].F[B-](F)(F)F.C([O+](CC)CC)C.[F:31][C:32]1[C:33]([C:38]([NH:40][NH2:41])=O)=[N:34][CH:35]=[CH:36][CH:37]=1. (5) Given the product [CH2:1]([O:8][C:9]([NH:11][C@H:12]1[CH2:13][CH2:14][C@H:15]([O:18][C:19]([NH:21][C:22]2[CH:27]=[C:26]([CH2:28][CH2:29][CH2:30][C:31]([OH:33])=[O:32])[CH:25]=[CH:24][C:23]=2[C:36]2[CH:41]=[CH:40][CH:39]=[CH:38][CH:37]=2)=[O:20])[CH2:16][CH2:17]1)=[O:10])[C:2]1[CH:7]=[CH:6][CH:5]=[CH:4][CH:3]=1, predict the reactants needed to synthesize it. The reactants are: [CH2:1]([O:8][C:9]([NH:11][C@H:12]1[CH2:17][CH2:16][C@H:15]([O:18][C:19]([NH:21][C:22]2[CH:27]=[C:26]([CH2:28][CH2:29][CH2:30][C:31]([O:33]CC)=[O:32])[CH:25]=[CH:24][C:23]=2[C:36]2[CH:41]=[CH:40][CH:39]=[CH:38][CH:37]=2)=[O:20])[CH2:14][CH2:13]1)=[O:10])[C:2]1[CH:7]=[CH:6][CH:5]=[CH:4][CH:3]=1.[OH-].[Na+].O.Cl.